Predict the reaction yield, written as a fraction of the theoretical maximum amount of product (1.0 means a 100% yield; for example, 0.34 means a 34% yield). From a dataset of Reaction yield outcomes from USPTO patents with 853,638 reactions. The reactants are [F:1][C:2]1[CH:7]=[CH:6][C:5]([C:8]2[C:17]3[C:12](=[CH:13][C:14]([CH2:18][N:19]4[CH:23]=[C:22]([CH:24]=[O:25])[CH:21]=[N:20]4)=[CH:15][CH:16]=3)[N:11]=[C:10]([C:26]([NH2:28])=[O:27])[CH:9]=2)=[CH:4][CH:3]=1.[CH:29]1([Mg]Br)[CH2:31][CH2:30]1. The catalyst is C1COCC1. The product is [CH:29]1([CH:24]([OH:25])[C:22]2[CH:21]=[N:20][N:19]([CH2:18][C:14]3[CH:13]=[C:12]4[C:17]([C:8]([C:5]5[CH:6]=[CH:7][C:2]([F:1])=[CH:3][CH:4]=5)=[CH:9][C:10]([C:26]([NH2:28])=[O:27])=[N:11]4)=[CH:16][CH:15]=3)[CH:23]=2)[CH2:31][CH2:30]1. The yield is 0.624.